This data is from Catalyst prediction with 721,799 reactions and 888 catalyst types from USPTO. The task is: Predict which catalyst facilitates the given reaction. (1) Reactant: [Cl:1][C:2]1[CH:3]=[CH:4][C:5]([N+:12]([O-:14])=[O:13])=[C:6]2[C:11]=1[CH:10]=[N:9][CH:8]=[CH:7]2.[BH4-].[Na+].N. Product: [Cl:1][C:2]1[CH:3]=[CH:4][C:5]([N+:12]([O-:14])=[O:13])=[C:6]2[C:11]=1[CH2:10][NH:9][CH2:8][CH2:7]2. The catalyst class is: 52. (2) Reactant: [C:1]([O:5][CH2:6][CH2:7][CH2:8][CH2:9][CH2:10][CH2:11][O:12][C:13]1[CH:21]=[CH:20][C:16]([C:17](Cl)=[O:18])=[CH:15][CH:14]=1)(=[O:4])[CH:2]=[CH2:3].C(N([CH2:27][CH3:28])CC)C.[OH:29][C:30]1[CH:49]=[CH:48][C:33]([CH:34]=[CH:35][C:36]([O:38][C@@H:39]2[CH:43]3[O:44][CH2:45][C@@H:46]([OH:47])[CH:42]3[O:41][CH2:40]2)=[O:37])=[CH:32][CH:31]=1. Product: [C:1]([O:5][CH2:6][CH2:7][CH2:8][CH2:9][CH2:10][CH2:11][O:12][C:13]1[CH:21]=[CH:20][C:16]([C:17]([O:29][C:30]2[CH:31]=[CH:32][C:33]([CH:34]=[CH:35][C:36]([O:38][C@@H:39]3[CH:43]4[O:44][CH2:45][C@@H:46]([O:47][C:17](=[O:18])[C:16]5[CH:15]=[CH:14][C:13]([O:12][CH2:11][CH2:10][CH2:9][CH2:8][CH2:7][CH2:6][O:5][C:1](=[O:4])[CH:27]=[CH2:28])=[CH:21][CH:20]=5)[CH:42]4[O:41][CH2:40]3)=[O:37])=[CH:48][CH:49]=2)=[O:18])=[CH:15][CH:14]=1)(=[O:4])[CH:2]=[CH2:3]. The catalyst class is: 4. (3) Reactant: [CH3:1][N:2]([C:4]1[NH:8][N:7]=[N:6][N:5]=1)[NH2:3].CO.[N+](=[CH2:13])=[N-]. Product: [CH3:13][N:6]1[N:7]=[N:8][C:4]([N:2]([CH3:1])[NH2:3])=[N:5]1. The catalyst class is: 27. (4) Reactant: [NH2:1][C:2]1[C:3]([C:7]2[N:11]([CH:12]([CH3:15])[C:13]#[N:14])[C:10]3[CH:16]=[CH:17][CH:18]=[CH:19][C:9]=3[N:8]=2)=[N:4][O:5][N:6]=1.CO.Cl. Product: [NH2:14][CH2:13][CH:12]([N:11]1[C:10]2[CH:16]=[CH:17][CH:18]=[CH:19][C:9]=2[N:8]=[C:7]1[C:3]1[C:2]([NH2:1])=[N:6][O:5][N:4]=1)[CH3:15]. The catalyst class is: 7. (5) Reactant: [N+:1]([C:4]1[CH:5]=[C:6]2[C:10](=[CH:11][CH:12]=1)[NH:9][CH:8]=[C:7]2[C:13]1[CH2:14][CH2:15][CH2:16][N:17]([C:19]([O:21][C:22]([CH3:25])([CH3:24])[CH3:23])=[O:20])[CH:18]=1)([O-:3])=[O:2].[H-].[Na+].CI.[C:30](OCC)(=O)C. Product: [CH3:30][N:9]1[C:10]2[C:6](=[CH:5][C:4]([N+:1]([O-:3])=[O:2])=[CH:12][CH:11]=2)[C:7]([C:13]2[CH2:14][CH2:15][CH2:16][N:17]([C:19]([O:21][C:22]([CH3:25])([CH3:24])[CH3:23])=[O:20])[CH:18]=2)=[CH:8]1. The catalyst class is: 134.